The task is: Predict the product of the given reaction.. This data is from Forward reaction prediction with 1.9M reactions from USPTO patents (1976-2016). (1) Given the reactants [C:1]([C:3]1[CH:4]=[C:5]([CH:9]([CH3:29])[C:10]([NH:12][CH2:13][C:14]2[C:15]([N:24]3[CH2:28][CH2:27][CH2:26][CH2:25]3)=[N:16][C:17]([C:20]([F:23])([F:22])[F:21])=[CH:18][CH:19]=2)=[O:11])[CH:6]=[CH:7][CH:8]=1)#[N:2].O.[BH4-].[Na+], predict the reaction product. The product is: [NH2:2][CH2:1][C:3]1[CH:4]=[C:5]([CH:9]([CH3:29])[C:10]([NH:12][CH2:13][C:14]2[C:15]([N:24]3[CH2:28][CH2:27][CH2:26][CH2:25]3)=[N:16][C:17]([C:20]([F:23])([F:21])[F:22])=[CH:18][CH:19]=2)=[O:11])[CH:6]=[CH:7][CH:8]=1. (2) Given the reactants Br[C:2]1[CH:3]=[CH:4][C:5]([C:8]([F:11])([F:10])[F:9])=[N:6][CH:7]=1.C(=O)([O-])[O-].[Cs+].[Cs+].[F:18][C:19]1[CH:41]=[CH:40][CH:39]=[CH:38][C:20]=1[O:21][C:22]1[C:36]([OH:37])=[CH:35][C:25]2[NH:26][C:27]([C:29]3[CH:34]=[N:33][CH:32]=[CH:31][N:30]=3)=[N:28][C:24]=2[CH:23]=1, predict the reaction product. The product is: [F:18][C:19]1[CH:41]=[CH:40][CH:39]=[CH:38][C:20]=1[O:21][C:22]1[C:36]([O:37][C:2]2[CH:7]=[N:6][C:5]([C:8]([F:11])([F:10])[F:9])=[CH:4][CH:3]=2)=[CH:35][C:25]2[NH:26][C:27]([C:29]3[CH:34]=[N:33][CH:32]=[CH:31][N:30]=3)=[N:28][C:24]=2[CH:23]=1. (3) Given the reactants [F:1][C:2]([F:17])([F:16])[C:3]1[CH:8]=[CH:7][C:6]([C:9]2[CH:14]=[CH:13][C:12]([OH:15])=[CH:11][CH:10]=2)=[CH:5][CH:4]=1.[H-].[Na+].[H][H].[Br:22][C:23]1[CH:28]=[CH:27][CH:26]=[CH:25][C:24]=1[C:29](Br)([F:31])[F:30], predict the reaction product. The product is: [F:1][C:2]([F:16])([F:17])[C:3]1[CH:8]=[CH:7][C:6]([C:9]2[CH:14]=[CH:13][C:12]([O:15][C:29]([C:24]3[CH:25]=[CH:26][CH:27]=[CH:28][C:23]=3[Br:22])([F:31])[F:30])=[CH:11][CH:10]=2)=[CH:5][CH:4]=1.[Br:22][C:23]1[CH:28]=[CH:27][CH:26]=[CH:25][C:24]=1[C:29]([F:31])([F:30])[O:15][C:12]1[CH:13]=[CH:14][C:9]([C:6]2[CH:7]=[CH:8][C:3]([C:2]([F:16])([F:17])[F:1])=[CH:4][CH:5]=2)=[CH:10][CH:11]=1. (4) Given the reactants [NH2:1][C:2]1[C:10]2[CH:9]([C:11]3[CH:16]=[CH:15][CH:14]=[CH:13][CH:12]=3)[C:8]([C:17](=[O:19])[CH3:18])=[C:7]([CH3:20])[NH:6][C:5]=2[S:4][C:3]=1[C:21](=[O:28])[C:22]1[CH:27]=[CH:26][CH:25]=[CH:24][CH:23]=1.CI.C[O-].[Na+].[Cl-].[Na+].[C:36](O)(=O)CC(CC(O)=O)(C(O)=O)O, predict the reaction product. The product is: [NH2:1][C:2]1[C:10]2[CH:9]([C:11]3[CH:16]=[CH:15][CH:14]=[CH:13][CH:12]=3)[C:8]([C:17](=[O:19])[CH3:18])=[C:7]([CH3:20])[N:6]([CH3:36])[C:5]=2[S:4][C:3]=1[C:21](=[O:28])[C:22]1[CH:27]=[CH:26][CH:25]=[CH:24][CH:23]=1. (5) Given the reactants [C:1]([O:5][C:6]([NH:8][C@H:9]1[CH2:14][CH2:13][CH2:12][CH2:11][C@H:10]1[NH:15][C:16]1[N:21]=[C:20](Cl)[C:19]2[C:23](=[O:33])[N:24]([C:26]([O:28][C:29]([CH3:32])([CH3:31])[CH3:30])=[O:27])[CH2:25][C:18]=2[C:17]=1[F:34])=[O:7])([CH3:4])([CH3:3])[CH3:2].[CH3:35][N:36]1[C:40]([CH3:41])=[C:39]2[S:42][C:43]([Sn](CCCC)(CCCC)CCCC)=[CH:44][C:38]2=[N:37]1, predict the reaction product. The product is: [C:1]([O:5][C:6]([NH:8][C@H:9]1[CH2:14][CH2:13][CH2:12][CH2:11][C@H:10]1[NH:15][C:16]1[N:21]=[C:20]([C:43]2[S:42][C:39]3[C:38](=[N:37][N:36]([CH3:35])[C:40]=3[CH3:41])[CH:44]=2)[C:19]2[C:23](=[O:33])[N:24]([C:26]([O:28][C:29]([CH3:32])([CH3:31])[CH3:30])=[O:27])[CH2:25][C:18]=2[C:17]=1[F:34])=[O:7])([CH3:4])([CH3:3])[CH3:2]. (6) Given the reactants F[C:2]1[CH:7]=[CH:6][C:5]([N+:8]([O-:10])=[O:9])=[C:4]([CH3:11])[CH:3]=1.[CH3:12][N:13]([CH3:19])[CH:14]1[CH2:18][CH2:17][NH:16][CH2:15]1.C(=O)([O-])[O-].[K+].[K+], predict the reaction product. The product is: [CH3:12][N:13]([CH3:19])[CH:14]1[CH2:18][CH2:17][N:16]([C:2]2[CH:7]=[CH:6][C:5]([N+:8]([O-:10])=[O:9])=[C:4]([CH3:11])[CH:3]=2)[CH2:15]1. (7) Given the reactants [C:1]([CH:4](OS(C1C=CC(C)=CC=1)(=O)=O)[C:5]1[CH:10]=[CH:9][CH:8]=[CH:7][CH:6]=1)(=[O:3])[NH2:2].[F:22][C:23]1[CH:24]=[CH:25][C:26]([C:45]([F:48])([F:47])[F:46])=[C:27]([CH2:29][CH2:30][C@H:31]2[C:40]3[C:35](=[CH:36][C:37]([O:43][CH3:44])=[C:38]([O:41][CH3:42])[CH:39]=3)[CH2:34][CH2:33][NH:32]2)[CH:28]=1, predict the reaction product. The product is: [F:22][C:23]1[CH:24]=[CH:25][C:26]([C:45]([F:48])([F:46])[F:47])=[C:27]([CH2:29][CH2:30][C@H:31]2[C:40]3[C:35](=[CH:36][C:37]([O:43][CH3:44])=[C:38]([O:41][CH3:42])[CH:39]=3)[CH2:34][CH2:33][N:32]2[C@H:4]([C:5]2[CH:6]=[CH:7][CH:8]=[CH:9][CH:10]=2)[C:1]([NH2:2])=[O:3])[CH:28]=1.